From a dataset of Forward reaction prediction with 1.9M reactions from USPTO patents (1976-2016). Predict the product of the given reaction. (1) Given the reactants [Br:1][C:2]1[CH:3]=[C:4]([NH:9][S:10]([C:13]2[CH:18]=[CH:17][C:16]([F:19])=[CH:15][C:14]=2[F:20])(=[O:12])=[O:11])[C:5]([CH3:8])=[N:6][CH:7]=1.CN(C=O)C.Br[CH2:27][CH2:28][OH:29].C(=O)([O-])[O-].[K+].[K+], predict the reaction product. The product is: [Br:1][C:2]1[CH:3]=[C:4]([N:9]([CH2:27][CH2:28][OH:29])[S:10]([C:13]2[CH:18]=[CH:17][C:16]([F:19])=[CH:15][C:14]=2[F:20])(=[O:11])=[O:12])[C:5]([CH3:8])=[N:6][CH:7]=1. (2) Given the reactants [Cl:1][C:2]1[CH:3]=[CH:4][C:5]([NH:8][C:9](=[O:36])[C:10]2[CH:15]=[CH:14][C:13]([C:16]([O:18][CH3:19])=[O:17])=[CH:12][C:11]=2[NH:20][CH:21]([CH:23]2[CH2:28][CH2:27][N:26](C(OC(C)(C)C)=O)[CH2:25][CH2:24]2)[CH3:22])=[N:6][CH:7]=1.[B-][N+](C)(C)C, predict the reaction product. The product is: [Cl:1][C:2]1[CH:3]=[CH:4][C:5]([NH:8][C:9](=[O:36])[C:10]2[CH:15]=[CH:14][C:13]([C:16]([O:18][CH3:19])=[O:17])=[CH:12][C:11]=2[NH:20][CH:21]([CH:23]2[CH2:24][CH2:25][NH:26][CH2:27][CH2:28]2)[CH3:22])=[N:6][CH:7]=1.